This data is from Full USPTO retrosynthesis dataset with 1.9M reactions from patents (1976-2016). The task is: Predict the reactants needed to synthesize the given product. (1) Given the product [Cl:2][CH2:3][CH:4]1[C:12]2[C:11]3[CH:13]=[CH:14][C:15]([S:17]([NH2:1])(=[O:19])=[O:18])=[CH:16][C:10]=3[C:9]([N+:21]([O-:23])=[O:22])=[CH:8][C:7]=2[NH:6][CH2:5]1, predict the reactants needed to synthesize it. The reactants are: [NH3:1].[Cl:2][CH2:3][CH:4]1[C:12]2[C:11]3[CH:13]=[CH:14][C:15]([S:17](Cl)(=[O:19])=[O:18])=[CH:16][C:10]=3[C:9]([N+:21]([O-:23])=[O:22])=[CH:8][C:7]=2[N:6](C(=O)C(F)(F)F)[CH2:5]1.C([O-])([O-])=O.[Cs+].[Cs+].CO. (2) Given the product [C:1]1([N:7]2[CH2:8][CH2:9][N:10]([CH2:13][C:14]3[CH:19]=[CH:18][C:17]([C:20]4([NH:32][C:28](=[O:27])[CH3:29])[CH2:22][CH2:21]4)=[CH:16][CH:15]=3)[CH2:11][CH2:12]2)[CH:6]=[CH:5][CH:4]=[CH:3][CH:2]=1, predict the reactants needed to synthesize it. The reactants are: [C:1]1([N:7]2[CH2:12][CH2:11][N:10]([CH2:13][C:14]3[CH:19]=[CH:18][C:17]([C:20]4(C(O)=O)[CH2:22][CH2:21]4)=[CH:16][CH:15]=3)[CH2:9][CH2:8]2)[CH:6]=[CH:5][CH:4]=[CH:3][CH:2]=1.C(Cl)(=O)[O:27][CH2:28][CH3:29].[N-:32]=[N+]=[N-].[Na+].C[Mg]Br. (3) Given the product [F:12][C:9]([F:10])([F:11])[C:7]1[CH:6]=[C:5]([C:13]2([C:18]([F:21])([F:19])[F:20])[CH2:17][CH2:16][N:15]([C:27]3[CH:28]=[CH:29][CH:30]=[C:25]([Br:24])[N:26]=3)[CH2:14]2)[CH:4]=[C:3]([C:2]([F:22])([F:1])[F:23])[CH:8]=1, predict the reactants needed to synthesize it. The reactants are: [F:1][C:2]([F:23])([F:22])[C:3]1[CH:4]=[C:5]([C:13]2([C:18]([F:21])([F:20])[F:19])[CH2:17][CH2:16][NH:15][CH2:14]2)[CH:6]=[C:7]([C:9]([F:12])([F:11])[F:10])[CH:8]=1.[Br:24][C:25]1[CH:30]=[CH:29][CH:28]=[C:27](Br)[N:26]=1.C(N(CC)C(C)C)(C)C.CC(N(C)C)=O. (4) The reactants are: [CH3:1][O:2][C:3](=[O:25])[CH2:4][C@@H:5]1[C@H:7]([C:8]([O:10][C:11]([C@H]2[C@@H](CC(=O)OC)C2(C)C)=O)=[O:9])[C:6]1([CH3:24])[CH3:23].[CH2:26]([N:28]1[CH2:33][CH2:32][N:31]([C:34]([C@:36]23[CH2:62][CH2:61][C@@H:60]([C:63]([CH3:65])=[CH2:64])[C@@H:37]2[C@@H:38]2[C@@:51]([CH3:54])([CH2:52][CH2:53]3)[C@@:50]3([CH3:55])[C@@H:41]([C@:42]4([CH3:59])[C@@H:47]([CH2:48][CH2:49]3)[C:46](C)([CH3:56])[C@@H:45](O)[CH2:44][CH2:43]4)[CH2:40][CH2:39]2)=[O:35])[CH2:30][CH2:29]1)[CH3:27]. Given the product [CH3:1][O:2][C:3](=[O:25])[CH2:4][C@@H:5]1[C@H:7]([C:8]([O:10][C@H:11]2[CH2:44][CH2:43][C@@:42]3([CH3:59])[C@@H:47]([CH2:48][CH2:49][C@:50]4([CH3:55])[C@@H:41]3[CH2:40][CH2:39][C@H:38]3[C@@:51]4([CH3:54])[CH2:52][CH2:53][C@@:36]4([C:34]([N:31]5[CH2:30][CH2:29][N:28]([CH2:26][CH3:27])[CH2:33][CH2:32]5)=[O:35])[CH2:62][CH2:61][C@@H:60]([C:63]([CH3:65])=[CH2:64])[C@@H:37]43)[C:46]2([CH3:56])[CH3:45])=[O:9])[C:6]1([CH3:23])[CH3:24], predict the reactants needed to synthesize it. (5) Given the product [CH3:30][C:31]1[CH:32]=[CH:33][C:34]([C:37]2[N:41]([C:42]3[CH:43]=[N:44][CH:45]=[CH:46][CH:47]=3)[N:40]=[C:39]([C:48]([N:24]3[CH2:29][CH2:28][CH2:27][CH2:26][NH:25]3)=[O:49])[CH:38]=2)=[N:35][CH:36]=1, predict the reactants needed to synthesize it. The reactants are: ON1C2C=CC=CC=2N=N1.Cl.CN(C)CCCN=C=NCC.Cl.[NH:24]1[CH2:29][CH2:28][CH2:27][CH2:26][NH:25]1.[CH3:30][C:31]1[CH:32]=[CH:33][C:34]([C:37]2[N:41]([C:42]3[CH:43]=[N:44][CH:45]=[CH:46][CH:47]=3)[N:40]=[C:39]([C:48](O)=[O:49])[CH:38]=2)=[N:35][CH:36]=1. (6) Given the product [CH3:25][N:11]1[C:10]([CH:8]=[O:9])=[CH:14][N:13]=[C:12]1[S:15][CH2:16][CH2:17][CH2:18][N:19]1[CH2:24][CH2:23][CH2:22][CH2:21][CH2:20]1, predict the reactants needed to synthesize it. The reactants are: BrC1C=CC([CH:8]([C:10]2[N:11]([CH3:25])[C:12]([S:15][CH2:16][CH2:17][CH2:18][N:19]3[CH2:24][CH2:23][CH2:22][CH2:21][CH2:20]3)=[N:13][CH:14]=2)[OH:9])=CC=1.N1CCCCC1.C([O-])([O-])=O.[K+].[K+]. (7) Given the product [CH:22]1[C:23]2[N:11]([CH2:10][C:7]3[CH:8]=[CH:9][C:4]([C:3]([NH:26][OH:27])=[O:2])=[CH:5][CH:6]=3)[C:12]3[C:17](=[CH:16][CH:15]=[CH:14][CH:13]=3)[C:18]=2[CH:19]=[CH:20][CH:21]=1, predict the reactants needed to synthesize it. The reactants are: C[O:2][C:3](=O)[C:4]1[CH:9]=[CH:8][C:7]([CH2:10][N:11]2[C:23]3[CH:22]=[CH:21][CH:20]=[CH:19][C:18]=3[C:17]3[C:12]2=[CH:13][CH:14]=[CH:15][CH:16]=3)=[CH:6][CH:5]=1.Cl.[NH2:26][OH:27].C[O-].[Na+]. (8) Given the product [N:9]1[Se:8][N:7]=[C:6]2[C:5]([C:17]#[N:18])=[CH:4][CH:3]=[C:2]([C:12]#[N:13])[C:10]=12, predict the reactants needed to synthesize it. The reactants are: Br[C:2]1[C:10]2[C:6](=[N:7][Se:8][N:9]=2)[C:5](Br)=[CH:4][CH:3]=1.[C:12]([Cu])#[N:13].[NH4+].[OH-].[CH3:17][N:18](C=O)C. (9) The reactants are: [OH-].[Li+].C([O:6][CH2:7][C:8]([NH:10][C:11]1[N:40]=[C:14]2[N:15]([C:30]3[CH:35]=[CH:34][CH:33]=[C:32]([C:36]([F:39])([F:38])[F:37])[CH:31]=3)[C:16]([CH3:29])=[C:17]([C:27]#[N:28])[C@@H:18]([C:19]3[CH:24]=[CH:23][C:22]([C:25]#[N:26])=[CH:21][CH:20]=3)[N:13]2[N:12]=1)=[O:9])(=O)C.Cl. Given the product [C:27]([C:17]1[C@@H:18]([C:19]2[CH:24]=[CH:23][C:22]([C:25]#[N:26])=[CH:21][CH:20]=2)[N:13]2[N:12]=[C:11]([NH:10][C:8](=[O:9])[CH2:7][OH:6])[N:40]=[C:14]2[N:15]([C:30]2[CH:35]=[CH:34][CH:33]=[C:32]([C:36]([F:38])([F:39])[F:37])[CH:31]=2)[C:16]=1[CH3:29])#[N:28], predict the reactants needed to synthesize it.